From a dataset of Experimentally validated miRNA-target interactions with 360,000+ pairs, plus equal number of negative samples. Binary Classification. Given a miRNA mature sequence and a target amino acid sequence, predict their likelihood of interaction. (1) The miRNA is hsa-miR-6134 with sequence UGAGGUGGUAGGAUGUAGA. The protein sequence of the target gene is MALIMEPVSKWSPSQVVDWMKGLDDCLQQYIKNFEREKISGDQLLRITHQELEDLGVSRIGHQELILEAVDLLCALNYGLETENLKTLSHKLNASAKNLQNFITGRRRSGHYDGRTSRKLPNDFLTSVVDLIGAAKSLLAWLDRSPFAAVTDYSVTRNNVIQLCLELTTIVQQDCTVYETENKILHVCKTLSGVCDHIISLSSDPLVSQSAHLEVIQLANIKPSEGLGMYIKSTYDGLHVITGTTENSPADRCKKIHAGDEVIQVNHQTVVGWQLKNLVNALREDPSGVILTLKKRPQSM.... Result: 0 (no interaction). (2) The miRNA is hsa-miR-6734-3p with sequence CCCUUCCCUCACUCUUCUCUCAG. The protein sequence of the target gene is MTGSAADTHRCPHPKGAKGTRSRSSHARPVSLATSGGSEEEDKDGGVLFHVNKSGFPIDSHTWERMWMHVAKVHPKGGEMVGAIRNAAFLAKPSIPQVPNYRLSMTIPDWLQAIQNYMKTLQYNHTGTQFFEIRKMRPLSGLMETAKEMTRESLPIKCLEAVILGIYLTNGQPSIERFPISFKTYFSGNYFHHVVLGIYCNGRYGSLGMSRRAELMDKPLTFRTLSDLIFDFEDSYKKYLHTVKKVKIGLYVPHEPHSFQPIEWKQLVLNVSKMLRADIRKELEKYARDMRMKILKPASA.... Result: 1 (interaction). (3) The miRNA is hsa-miR-4721 with sequence UGAGGGCUCCAGGUGACGGUGG. The protein sequence of the target gene is MAEPTSDFETPIGWHASPELTPTLGPLSDTAPPRDSWMFWAMLPPPPPPLTSSLPAAGSKPSSESQPPMEAQSLPGAPPPFDAQILPGAQPPFDAQSPLDSQPQPSGQPWNFHASTSWYWRQSSDRFPRHQKSFNPAVKNSYYPRKYDAKFTDFSLPPSRKQKKKKRKEPVFHFFCDTCDRGFKNQEKYDKHMSEHTKCPELDCSFTAHEKIVQFHWRNMHAPGMKKIKLDTPEEIARWREERRKNYPTLANIERKKKLKLEKEKRGAVLTTTQYGKMKGMSRHSQMAKIRSPGKNHKWK.... Result: 0 (no interaction). (4) The miRNA is hsa-miR-34a-5p with sequence UGGCAGUGUCUUAGCUGGUUGU. The protein sequence of the target gene is MEPNDSTSTAVEEPDSLEVLVKTLDSQTRTFIVGAQMNVKEFKEHIAASVSIPSEKQRLIYQGRVLQDDKKLQEYNVGGKVIHLVERAPPQTHLPSGASSGTGSASATHGGGSPPGTRGPGASVHDRNANSYVMVGTFNLPSDGSAVDVHINMEQAPIQSEPRVRLVMAQHMIRDIQTLLSRMETLPYLQCRGGPQPQHSQPPPQPPAVTPEPVALSSQTSEPVESEAPPREPMEAEEVEERAPAQNPELTPGPAPAGPTPAPETNAPNHPSPAEYVEVLQELQRLESRLQPFLQRYYEV.... Result: 1 (interaction). (5) The miRNA is mmu-miR-208b-3p with sequence AUAAGACGAACAAAAGGUUUGU. The protein sequence of the target gene is MFLYNLTLQRATGISFAIHGNFSGTKQQEIVVSRGKILELLRPDPNTGKVHTLLTVEVFGVIRSLMAFRLTGGTKDYIVVGSDSGRIVILEYQPSKNMFEKIHQETFGKSGCRRIVPGQFLAVDPKGRAVMISAIEKQKLVYILNRDAAARLTISSPLEAHKANTLVYHVVGVDVGFENPMFACLEMDYEEADNDPTGEAAANTQQTLTFYELDLGLNHVVRKYSEPLEEHGNFLITVPGGSDGPSGVLICSENYITYKNFGDQPDIRCPIPRRRNDLDDPERGMIFVCSATHKTKSMFF.... Result: 0 (no interaction).